Dataset: Forward reaction prediction with 1.9M reactions from USPTO patents (1976-2016). Task: Predict the product of the given reaction. (1) Given the reactants [C:1]([C:3]1([C:6]2[CH:7]=[C:8]([CH:30]=[CH:31][CH:32]=2)[C:9]([NH:11][C:12]2[CH:17]=[CH:16][C:15]([O:18][CH3:19])=[C:14]([O:20][C:21]3[CH:26]=[CH:25][C:24]([N+:27]([O-])=O)=[CH:23][CH:22]=3)[CH:13]=2)=[O:10])[CH2:5][CH2:4]1)#[N:2].[Cl-].[Ca+2].[Cl-].O.[OH-].[Na+], predict the reaction product. The product is: [NH2:27][C:24]1[CH:23]=[CH:22][C:21]([O:20][C:14]2[CH:13]=[C:12]([NH:11][C:9](=[O:10])[C:8]3[CH:30]=[CH:31][CH:32]=[C:6]([C:3]4([C:1]#[N:2])[CH2:5][CH2:4]4)[CH:7]=3)[CH:17]=[CH:16][C:15]=2[O:18][CH3:19])=[CH:26][CH:25]=1. (2) Given the reactants [F:1][C:2]1[C:7]([NH2:8])=[C:6]([CH3:9])[C:5]([B:10]2[O:14][C:13]([CH3:16])([CH3:15])[C:12]([CH3:18])([CH3:17])[O:11]2)=[CH:4][CH:3]=1.C(Cl)Cl.[S:22]1[C:26]([C:27](Cl)=[O:28])=[CH:25][C:24]2[CH:30]=[CH:31][CH:32]=[CH:33][C:23]1=2.Cl, predict the reaction product. The product is: [F:1][C:2]1[C:7]([NH:8][C:27]([C:26]2[S:22][C:23]3[CH:33]=[CH:32][CH:31]=[CH:30][C:24]=3[CH:25]=2)=[O:28])=[C:6]([CH3:9])[C:5]([B:10]2[O:14][C:13]([CH3:16])([CH3:15])[C:12]([CH3:18])([CH3:17])[O:11]2)=[CH:4][CH:3]=1. (3) Given the reactants [Cl:1][C:2]1[C:7]2=[N:8][CH:9]=[C:10]([O:12][CH2:13][C:14]3OC=CN=3)[N:11]=[C:6]2[CH:5]=[CH:4][N:3]=1.ClC1N=[C:22]2[CH:29]=CN=C(Cl)[C:23]2=NC=1.C(O)C#CCC, predict the reaction product. The product is: [Cl:1][C:2]1[C:7]2=[N:8][CH:9]=[C:10]([O:12][CH2:13][C:14]#[C:23][CH2:22][CH3:29])[N:11]=[C:6]2[CH:5]=[CH:4][N:3]=1. (4) Given the reactants Br[C:2]1[CH:7]=[CH:6][C:5]([S:8]([NH:11][C:12]2[CH:17]=[CH:16][C:15]([Cl:18])=[CH:14][C:13]=2[C:19]([C:21]2[CH:22]=[N:23][C:24]([CH3:27])=[CH:25][CH:26]=2)=[O:20])(=[O:10])=[O:9])=[CH:4][C:3]=1[F:28].O.[O-]P([O-])([O-])=O.[K+].[K+].[K+].C1(P(C2C=CC=CC=2)C2C=CC3C(=CC=CC=3)C=2C2C3C(=CC=CC=3)C=CC=2P(C2C=CC=CC=2)C2C=CC=CC=2)C=CC=CC=1.[CH3:84][C@H:85]1[O:90][C@@H:89]([CH3:91])[CH2:88][NH:87][CH2:86]1, predict the reaction product. The product is: [Cl:18][C:15]1[CH:16]=[CH:17][C:12]([NH:11][S:8]([C:5]2[CH:6]=[CH:7][C:2]([N:87]3[CH2:86][C@H:85]([CH3:84])[O:90][C@H:89]([CH3:91])[CH2:88]3)=[C:3]([F:28])[CH:4]=2)(=[O:10])=[O:9])=[C:13]([C:19]([C:21]2[CH:22]=[N:23][C:24]([CH3:27])=[CH:25][CH:26]=2)=[O:20])[CH:14]=1.